This data is from Full USPTO retrosynthesis dataset with 1.9M reactions from patents (1976-2016). The task is: Predict the reactants needed to synthesize the given product. (1) Given the product [Cl:1][C:2]1[CH:7]=[C:6]2[C:8]3=[CH:16][C:15]4[C:14]([F:17])=[CH:13][CH:12]=[CH:11][C:10]=4[N:9]3[CH2:27][CH2:26][N:5]2[C:4](=[O:18])[CH:3]=1, predict the reactants needed to synthesize it. The reactants are: [Cl:1][C:2]1[CH:7]=[C:6]([C:8]2[NH:9][C:10]3[C:15]([CH:16]=2)=[C:14]([F:17])[CH:13]=[CH:12][CH:11]=3)[NH:5][C:4](=[O:18])[CH:3]=1.C([O-])([O-])=O.[Cs+].[Cs+].Br[CH2:26][CH2:27]Br. (2) Given the product [CH3:1][O:2][C:3]1[CH:8]=[CH:7][C:6]([NH:9][C:10](=[O:25])/[CH:11]=[CH:12]/[C:13]2[CH:18]=[C:17]([O:19][CH3:20])[C:16]([O:21][CH3:22])=[C:15]([O:23][CH3:24])[CH:14]=2)=[CH:5][C:4]=1[NH2:26], predict the reactants needed to synthesize it. The reactants are: [CH3:1][O:2][C:3]1[CH:8]=[CH:7][C:6]([NH:9][C:10](=[O:25])[CH:11]=[CH:12][C:13]2[CH:18]=[C:17]([O:19][CH3:20])[C:16]([O:21][CH3:22])=[C:15]([O:23][CH3:24])[CH:14]=2)=[CH:5][C:4]=1[N+:26]([O-])=O.S(S([O-])=O)([O-])=O.[Na+].[Na+].O.C(OCC)(=O)C. (3) Given the product [F:33][CH2:12][C@H:13]1[CH2:18][CH2:17][C@H:16]([NH:19][C:20](=[O:21])[O:22][CH2:23][C:24]2[CH:29]=[CH:28][CH:27]=[CH:26][CH:25]=2)[CH2:15][CH2:14]1, predict the reactants needed to synthesize it. The reactants are: CC1C=CC(S(O[CH2:12][C@H:13]2[CH2:18][CH2:17][C@H:16]([NH:19][C:20]([O:22][CH2:23][C:24]3[CH:29]=[CH:28][CH:27]=[CH:26][CH:25]=3)=[O:21])[CH2:15][CH2:14]2)(=O)=O)=CC=1.O.O.O.[F-:33].C([N+](CCCC)(CCCC)CCCC)CCC.O.[Cl-].[NH4+].